This data is from KCNQ2 potassium channel screen with 302,405 compounds. The task is: Binary Classification. Given a drug SMILES string, predict its activity (active/inactive) in a high-throughput screening assay against a specified biological target. (1) The compound is O=C(N1C2CC(NC(=O)C(C)(C)C)CC1CCC2)Nc1ccc(cc1)C. The result is 0 (inactive). (2) The result is 0 (inactive). The molecule is O(c1c(cccc1)C(Oc1ccccc1)=O)C(=O)c1cccnc1. (3) The compound is O=C1N(C(\C(C1=O)=C(/O)c1ccc(cc1)C)c1cccnc1)c1ccc(OC)cc1. The result is 0 (inactive). (4) The molecule is S(C=1NC(=C(C(C1C#N)c1c(F)cccc1)C(=O)C)C)CC(OCC)=O. The result is 0 (inactive).